Dataset: Blood-brain barrier permeability classification from the B3DB database. Task: Regression/Classification. Given a drug SMILES string, predict its absorption, distribution, metabolism, or excretion properties. Task type varies by dataset: regression for continuous measurements (e.g., permeability, clearance, half-life) or binary classification for categorical outcomes (e.g., BBB penetration, CYP inhibition). Dataset: b3db_classification. The molecule is O=C1CC[C@@]2(O)[C@H]3Cc4ccc(O)c5c4[C@@]2(CCN3CC2CC2)[C@H]1O5. The result is 1 (penetrates BBB).